This data is from Reaction yield outcomes from USPTO patents with 853,638 reactions. The task is: Predict the reaction yield, written as a fraction of the theoretical maximum amount of product (1.0 means a 100% yield; for example, 0.34 means a 34% yield). (1) The reactants are [N:1]1([C:6]2[CH:18]=[CH:17][C:16]3[C:15]4[C:10](=[CH:11][CH:12]=[CH:13][CH:14]=4)[NH:9][C:8]=3[CH:7]=2)[CH:5]=[CH:4][CH:3]=[N:2]1.Br[C:20]1[CH:32]=[CH:31][C:30]2[C:29]3[C:24](=[CH:25][CH:26]=[CH:27][CH:28]=3)[N:23]([C:33]3[CH:38]=[CH:37][CH:36]=[CH:35][N:34]=3)[C:22]=2[CH:21]=1.C(=O)([O-])[O-].[K+].[K+].N1CCC[C@H]1C(O)=O. The catalyst is [Cu]I. The product is [N:1]1([C:6]2[CH:18]=[CH:17][C:16]3[C:15]4[C:10](=[CH:11][CH:12]=[CH:13][CH:14]=4)[N:9]([C:20]4[CH:32]=[CH:31][C:30]5[C:29]6[C:24](=[CH:25][CH:26]=[CH:27][CH:28]=6)[N:23]([C:33]6[CH:38]=[CH:37][CH:36]=[CH:35][N:34]=6)[C:22]=5[CH:21]=4)[C:8]=3[CH:7]=2)[CH:5]=[CH:4][CH:3]=[N:2]1. The yield is 0.600. (2) The reactants are [N:1]1[CH:6]=[CH:5][CH:4]=[CH:3][C:2]=1[C:7]1[N:8]=[C:9]([O:16][C@H:17]2[CH2:21][NH:20][C@H:19]([C:22]([NH:24][C@:25]3([C:30]([O:32][CH3:33])=[O:31])[CH2:27][C@H:26]3[CH:28]=[CH2:29])=[O:23])[CH2:18]2)[C:10]2[CH:15]=[CH:14][S:13][C:11]=2[N:12]=1.[C:34]([O:38][C:39]([NH:41][C@@H:42]([CH2:46][CH2:47][CH2:48][CH2:49][CH2:50][CH:51]=[CH2:52])[C:43](O)=[O:44])=[O:40])([CH3:37])([CH3:36])[CH3:35].C(N(CC)CC)C.CN(C(ON1N=NC2C=CC=NC1=2)=[N+](C)C)C.F[P-](F)(F)(F)(F)F.C(=O)(O)[O-].[Na+]. The catalyst is CC(N(C)C)=O. The product is [C:34]([O:38][C:39]([NH:41][C@@H:42]([CH2:46][CH2:47][CH2:48][CH2:49][CH2:50][CH:51]=[CH2:52])[C:43]([N:20]1[CH2:21][C@H:17]([O:16][C:9]2[C:10]3[CH:15]=[CH:14][S:13][C:11]=3[N:12]=[C:7]([C:2]3[CH:3]=[CH:4][CH:5]=[CH:6][N:1]=3)[N:8]=2)[CH2:18][C@H:19]1[C:22]([NH:24][C@:25]1([C:30]([O:32][CH3:33])=[O:31])[CH2:27][C@H:26]1[CH:28]=[CH2:29])=[O:23])=[O:44])=[O:40])([CH3:37])([CH3:36])[CH3:35]. The yield is 0.910. (3) The reactants are [CH:1]1([N:4]2[C:12]3[CH:11]=[C:10]([NH:13][C:14](=[O:26])[C:15]4[CH:20]=[CH:19][C:18]([C@:21]([OH:25])([CH3:24])[CH2:22][OH:23])=[CH:17][CH:16]=4)[N:9]=[CH:8][C:7]=3[CH:6]=[CH:5]2)[CH2:3][CH2:2]1.[Cl:27]N1C(=O)CCC1=O. The catalyst is CN(C)C=O. The product is [Cl:27][C:6]1[C:7]2[CH:8]=[N:9][C:10]([NH:13][C:14](=[O:26])[C:15]3[CH:20]=[CH:19][C:18]([C@:21]([OH:25])([CH3:24])[CH2:22][OH:23])=[CH:17][CH:16]=3)=[CH:11][C:12]=2[N:4]([CH:1]2[CH2:3][CH2:2]2)[CH:5]=1. The yield is 0.320.